The task is: Predict which catalyst facilitates the given reaction.. This data is from Catalyst prediction with 721,799 reactions and 888 catalyst types from USPTO. (1) The catalyst class is: 4. Reactant: C([O:5][C:6](=[O:44])[CH2:7][O:8][C:9]1[CH:14]=[CH:13][C:12]([NH:15][C:16](=[O:42])[CH:17]([N:24]2[C:28]3[CH:29]=[C:30]([F:34])[C:31]([F:33])=[CH:32][C:27]=3[N:26]=[C:25]2[C:35]2[CH:40]=[CH:39][C:38]([Cl:41])=[CH:37][CH:36]=2)[CH:18]2[CH2:23][CH2:22][CH2:21][CH2:20][CH2:19]2)=[C:11]([F:43])[CH:10]=1)(C)(C)C.FC(F)(F)C(O)=O. Product: [Cl:41][C:38]1[CH:39]=[CH:40][C:35]([C:25]2[N:24]([CH:17]([CH:18]3[CH2:23][CH2:22][CH2:21][CH2:20][CH2:19]3)[C:16]([NH:15][C:12]3[CH:13]=[CH:14][C:9]([O:8][CH2:7][C:6]([OH:44])=[O:5])=[CH:10][C:11]=3[F:43])=[O:42])[C:28]3[CH:29]=[C:30]([F:34])[C:31]([F:33])=[CH:32][C:27]=3[N:26]=2)=[CH:36][CH:37]=1. (2) Reactant: Br[C:2]1[N:7]=[C:6]2[N:8]([CH3:22])[C:9]3[CH2:14][CH2:13][N:12]([C:15]([O:17][C:18]([CH3:21])([CH3:20])[CH3:19])=[O:16])[CH2:11][C:10]=3[C:5]2=[CH:4][CH:3]=1.[F:23][C:24]([F:39])([F:38])[C:25]1[CH:30]=[CH:29][C:28]([C:31]2[CH:36]=[CH:35][NH:34][C:33](=[O:37])[CH:32]=2)=[CH:27][CH:26]=1.C([O-])([O-])=O.[Cs+].[Cs+].OC1C=CC=C2C=1N=CC=C2. Product: [CH3:22][N:8]1[C:6]2=[N:7][C:2]([N:34]3[CH:35]=[CH:36][C:31]([C:28]4[CH:27]=[CH:26][C:25]([C:24]([F:38])([F:39])[F:23])=[CH:30][CH:29]=4)=[CH:32][C:33]3=[O:37])=[CH:3][CH:4]=[C:5]2[C:10]2[CH2:11][N:12]([C:15]([O:17][C:18]([CH3:21])([CH3:20])[CH3:19])=[O:16])[CH2:13][CH2:14][C:9]1=2. The catalyst class is: 846. (3) Reactant: [CH:1]1([CH2:4][N:5]2[CH2:10][CH2:9][CH:8]([C:11]3[CH:16]=[CH:15][C:14]([N+:17]([O-])=O)=[CH:13][CH:12]=3)[CH2:7][CH2:6]2)[CH2:3][CH2:2]1.[H][H]. Product: [CH:1]1([CH2:4][N:5]2[CH2:6][CH2:7][CH:8]([C:11]3[CH:12]=[CH:13][C:14]([NH2:17])=[CH:15][CH:16]=3)[CH2:9][CH2:10]2)[CH2:2][CH2:3]1. The catalyst class is: 791. (4) Reactant: [CH3:1][O:2][C:3]([C:5]1([C:11]#[N:12])[CH2:7][CH:6]1[CH:8]([CH3:10])[CH3:9])=[O:4].[BH4-].[Na+].[C:15]([O:19][C:20](O[C:20]([O:19][C:15]([CH3:18])([CH3:17])[CH3:16])=[O:21])=[O:21])([CH3:18])([CH3:17])[CH3:16]. Product: [CH3:1][O:2][C:3]([C:5]1([CH2:11][NH:12][C:20]([O:19][C:15]([CH3:18])([CH3:17])[CH3:16])=[O:21])[CH2:7][CH:6]1[CH:8]([CH3:9])[CH3:10])=[O:4]. The catalyst class is: 138. (5) Reactant: [Cl:1][C:2]1[C:3]([C:10]([O:12][CH3:13])=[O:11])=[N:4][C:5](Cl)=[CH:6][C:7]=1[Cl:8].[CH2:14]([O:16]C=C[Sn](CCCC)(CCCC)CCCC)[CH3:15].[F-].[Cs+]. Product: [Cl:1][C:2]1[C:3]([C:10]([O:12][CH3:13])=[O:11])=[N:4][C:5]([C:14](=[O:16])[CH3:15])=[CH:6][C:7]=1[Cl:8]. The catalyst class is: 12.